Dataset: Reaction yield outcomes from USPTO patents with 853,638 reactions. Task: Predict the reaction yield, written as a fraction of the theoretical maximum amount of product (1.0 means a 100% yield; for example, 0.34 means a 34% yield). (1) The reactants are C([O:5][C:6](=[O:31])[CH2:7][O:8][C:9]1[CH:10]=[C:11]([CH:28]=[CH:29][CH:30]=1)[CH2:12][O:13][C:14]1[CH:19]=[CH:18][C:17]([CH2:20][CH2:21][C:22]([O:24][CH2:25][CH3:26])=[O:23])=[CH:16][C:15]=1[F:27])(C)(C)C.FC(F)(F)C(O)=O. The catalyst is ClCCl. The product is [CH2:25]([O:24][C:22](=[O:23])[CH2:21][CH2:20][C:17]1[CH:18]=[CH:19][C:14]([O:13][CH2:12][C:11]2[CH:10]=[C:9]([CH:30]=[CH:29][CH:28]=2)[O:8][CH2:7][C:6]([OH:31])=[O:5])=[C:15]([F:27])[CH:16]=1)[CH3:26]. The yield is 0.720. (2) The reactants are [Br:1][C:2]1[CH:10]=[CH:9][CH:8]=[C:7]2[C:3]=1[C:4]([CH:11]=[O:12])=[CH:5][NH:6]2.[C:13](OC(=O)C)(=[O:15])[CH3:14]. No catalyst specified. The product is [C:13]([N:6]1[C:7]2[C:3](=[C:2]([Br:1])[CH:10]=[CH:9][CH:8]=2)[C:4]([CH:11]=[O:12])=[CH:5]1)(=[O:15])[CH3:14]. The yield is 0.740. (3) The product is [I:1][C:2]1[CH:3]=[CH:4][C:5]2[N:6]([C:10]([C:11]3[CH:16]=[CH:15][CH:14]=[C:13]([C:17]([F:20])([F:18])[F:19])[CH:12]=3)=[N:9][N:8]=2)[CH:7]=1. The reactants are [I:1][C:2]1[CH:3]=[CH:4][C:5]([NH:8][N:9]=[CH:10][C:11]2[CH:16]=[CH:15][CH:14]=[C:13]([C:17]([F:20])([F:19])[F:18])[CH:12]=2)=[N:6][CH:7]=1.CCO.C(OI(C1C=CC=CC=1)OC(=O)C)(=O)C. The yield is 0.760. The catalyst is C(Cl)Cl. (4) The reactants are [N:1]1[N:2]2[C:9](C(OC(C)(C)C)=O)=[C:8]([C:17]([O:19]C)=[O:18])[C:7](C(OC)=O)=[C:3]2[CH:4]=[CH:5][CH:6]=1.[OH-].[K+].Cl. The catalyst is O. The product is [N:1]1[N:2]2[CH:9]=[C:8]([C:17]([OH:19])=[O:18])[CH:7]=[C:3]2[CH:4]=[CH:5][CH:6]=1. The yield is 0.960.